The task is: Predict the reactants needed to synthesize the given product.. This data is from Full USPTO retrosynthesis dataset with 1.9M reactions from patents (1976-2016). Given the product [C:11]1([S:17]([N:1]2[CH:5]=[CH:4][CH:3]=[CH:2]2)(=[O:19])=[O:18])[CH:16]=[CH:15][CH:14]=[CH:13][CH:12]=1, predict the reactants needed to synthesize it. The reactants are: [NH:1]1[CH:5]=[CH:4][CH:3]=[CH:2]1.C([Li])CCC.[C:11]1([S:17](Cl)(=[O:19])=[O:18])[CH:16]=[CH:15][CH:14]=[CH:13][CH:12]=1.